This data is from Experimentally validated miRNA-target interactions with 360,000+ pairs, plus equal number of negative samples. The task is: Binary Classification. Given a miRNA mature sequence and a target amino acid sequence, predict their likelihood of interaction. The miRNA is hsa-miR-1538 with sequence CGGCCCGGGCUGCUGCUGUUCCU. The protein sequence of the target gene is MAQGLVTFADVAIDFSQEEWACLNSAQRDLYWDVMLENYSNLVSLDLESAYENKSLPTEKNIHEIRASKRNSDRRSKSLGRNWICEGTLERPQRSRGRYVNQMIINYVKRPATREGTPPRTHQRHHKENSFECKDCGKAFSRGYQLSQHQKIHTGEKPYECKECKKAFRWGNQLTQHQKIHTGEKPYECKDCGKAFRWGSSLVIHKRIHTGEKPYECKDCGKAFRRGDELTQHQRFHTGEKDYECKDCGKTFSRVYKLIQHKRIHSGEKPYECKDCGKAFICGSSLIQHKRIHTGEKPYE.... Result: 0 (no interaction).